This data is from Catalyst prediction with 721,799 reactions and 888 catalyst types from USPTO. The task is: Predict which catalyst facilitates the given reaction. (1) Reactant: CS(O[CH2:6][CH2:7][C:8]1[O:9][C:10]([Br:23])=[C:11]([C:13]2[CH:18]=[CH:17][C:16]([C:19]([F:22])([F:21])[F:20])=[CH:15][CH:14]=2)[N:12]=1)(=O)=O.[H-].[Na+].[C:26]([O:34][CH2:35][CH3:36])(=[O:33])[CH2:27][C:28]([O:30][CH2:31][CH3:32])=[O:29].O. Product: [Br:23][C:10]1[O:9][C:8]([CH2:7][CH2:6][CH:27]([C:28]([O:30][CH2:31][CH3:32])=[O:29])[C:26]([O:34][CH2:35][CH3:36])=[O:33])=[N:12][C:11]=1[C:13]1[CH:18]=[CH:17][C:16]([C:19]([F:22])([F:21])[F:20])=[CH:15][CH:14]=1. The catalyst class is: 1. (2) Reactant: [Cl-].[Al+3].[Cl-].[Cl-].[N-:5]=[N+:6]=[N-:7].[Na+].[N+:9]([C:12]1[C:13]([CH3:21])=[C:14]([CH:18]=[CH:19][CH:20]=1)C(Cl)=O)([O-:11])=[O:10].[N:22]([O-])=O.[Na+].Cl.[O:27]1[CH2:31]CCC1. Product: [CH3:21][C:13]1[C:12]([N+:9]([O-:11])=[O:10])=[CH:20][CH:19]=[CH:18][C:14]=1[N:5]1[C:31](=[O:27])[NH:22][N:7]=[N:6]1. The catalyst class is: 6. (3) Reactant: [O:1]1[C:5]2([CH2:9][CH2:8][CH:7]=[CH:6]2)[O:4][CH2:3][CH2:2]1.[C:10]([O:14][CH3:15])(=[O:13])[CH:11]=[CH2:12].C1(C=CC(O)=CC=1)O. Product: [O:1]1[CH2:2][CH2:3][O:4][C:5]21[CH2:9][C@@H:8]1[CH2:7][C@@H:6]2[CH2:12][CH:11]1[C:10]([O:14][CH3:15])=[O:13]. The catalyst class is: 10. (4) Reactant: Br[CH2:2][CH2:3][O:4][CH3:5].[OH:6][C:7]1[CH:8]=[C:9]([C:17]([O:19][CH3:20])=[O:18])[CH:10]=[C:11]([CH:16]=1)[C:12]([O:14][CH3:15])=[O:13].C([O-])([O-])=O.[K+].[K+].O. Product: [CH3:5][O:4][CH2:3][CH2:2][O:6][C:7]1[CH:16]=[C:11]([C:12]([O:14][CH3:15])=[O:13])[CH:10]=[C:9]([CH:8]=1)[C:17]([O:19][CH3:20])=[O:18]. The catalyst class is: 3. (5) Reactant: Br[CH2:2][C:3]1[CH:4]=[CH:5][C:6]([Cl:15])=[C:7]([C:9]2[CH:14]=[CH:13][CH:12]=[CH:11][CH:10]=2)[CH:8]=1.[C:16]1(=[O:26])[NH:20][C:19](=[O:21])[C:18]2=[CH:22][CH:23]=[CH:24][CH:25]=[C:17]12.[K].C1OCCOCCOCCOCCOCCOC1. Product: [Cl:15][C:6]1[C:7]([C:9]2[CH:14]=[CH:13][CH:12]=[CH:11][CH:10]=2)=[CH:8][C:3]([CH2:2][N:20]2[C:16](=[O:26])[C:17]3[C:18](=[CH:22][CH:23]=[CH:24][CH:25]=3)[C:19]2=[O:21])=[CH:4][CH:5]=1. The catalyst class is: 163. (6) Reactant: [CH3:1][S:2]([C:5]1[CH:10]=[CH:9][C:8]([N:11]2[CH2:16][CH2:15][N:14]([CH2:17][CH2:18][CH:19]3[CH2:24][CH2:23][NH:22][CH2:21][CH2:20]3)[CH2:13][CH2:12]2)=[CH:7][CH:6]=1)(=[O:4])=[O:3].CCN(CC)CC.Cl[C:33]([O:35][CH2:36][CH2:37][CH3:38])=[O:34].O. Product: [CH2:36]([O:35][C:33]([N:22]1[CH2:23][CH2:24][CH:19]([CH2:18][CH2:17][N:14]2[CH2:13][CH2:12][N:11]([C:8]3[CH:9]=[CH:10][C:5]([S:2]([CH3:1])(=[O:4])=[O:3])=[CH:6][CH:7]=3)[CH2:16][CH2:15]2)[CH2:20][CH2:21]1)=[O:34])[CH2:37][CH3:38]. The catalyst class is: 2. (7) Reactant: [Li+].[OH-].C[O:4][C:5](=[O:25])[C:6]1[CH:11]=[CH:10][C:9]([NH:12][C:13](=[O:22])[C:14]2[CH:19]=[C:18]([F:20])[CH:17]=[CH:16][C:15]=2[Cl:21])=[C:8]([O:23][CH3:24])[CH:7]=1. Product: [Cl:21][C:15]1[CH:16]=[CH:17][C:18]([F:20])=[CH:19][C:14]=1[C:13]([NH:12][C:9]1[CH:10]=[CH:11][C:6]([C:5]([OH:25])=[O:4])=[CH:7][C:8]=1[O:23][CH3:24])=[O:22]. The catalyst class is: 132.